From a dataset of Forward reaction prediction with 1.9M reactions from USPTO patents (1976-2016). Predict the product of the given reaction. (1) The product is: [CH3:18][N:19]([CH3:29])[C:20]1[CH:25]=[CH:24][C:23]([C:9]2[C:14]([NH2:15])=[CH:13][CH:12]=[C:11]([O:16][CH3:17])[N:10]=2)=[CH:22][CH:21]=1. Given the reactants C1(C)C=CC=CC=1.Br[C:9]1[C:14]([NH2:15])=[CH:13][CH:12]=[C:11]([O:16][CH3:17])[N:10]=1.[CH3:18][N:19]([CH3:29])[C:20]1[CH:25]=[CH:24][C:23](B(O)O)=[CH:22][CH:21]=1.C(=O)([O-])[O-].[Na+].[Na+], predict the reaction product. (2) Given the reactants [CH3:1][S:2]([C:5]1[C:6]([C:15]([OH:17])=O)=[N:7][CH:8]=[C:9]([C:11]([F:14])([F:13])[F:12])[CH:10]=1)(=[O:4])=[O:3].O=S(Cl)[Cl:20], predict the reaction product. The product is: [CH3:1][S:2]([C:5]1[C:6]([C:15]([Cl:20])=[O:17])=[N:7][CH:8]=[C:9]([C:11]([F:14])([F:13])[F:12])[CH:10]=1)(=[O:4])=[O:3]. (3) Given the reactants [CH2:1]([O:3][C:4]([C:6]1[NH:7][N:8]=[C:9]([CH2:11][CH2:12][CH3:13])[CH:10]=1)=[O:5])[CH3:2].[I:14]N1C(=O)CCC1=O, predict the reaction product. The product is: [CH2:1]([O:3][C:4]([C:6]1[NH:7][N:8]=[C:9]([CH2:11][CH2:12][CH3:13])[C:10]=1[I:14])=[O:5])[CH3:2]. (4) Given the reactants F[C:2]1[CH:9]=[CH:8][C:7]([O:10][C:11]([F:14])([F:13])[F:12])=[CH:6][C:3]=1[C:4]#[N:5].[CH3:15][C:16]1[N:17]=[CH:18][NH:19][CH:20]=1.C(=O)([O-])[O-].[K+].[K+].FC(F)(F)OC1C=CC(N2C(C)=CN=C2)=C(C=1)C#N, predict the reaction product. The product is: [F:12][C:11]([F:14])([F:13])[O:10][C:7]1[CH:8]=[CH:9][C:2]([N:19]2[CH:20]=[C:16]([CH3:15])[N:17]=[CH:18]2)=[C:3]([CH:6]=1)[C:4]#[N:5]. (5) Given the reactants [CH3:1][O:2][C:3]1[CH:8]=[CH:7][C:6]([C:9]2[CH:14]=[CH:13][C:12]([S:15]([NH:18][CH:19]3[CH2:23][CH:22]([CH2:24][S:25][CH2:26][C:27]4[CH:32]=[CH:31][CH:30]=[CH:29][CH:28]=4)[O:21][C:20]3=[O:33])(=[O:17])=[O:16])=[CH:11][CH:10]=2)=[CH:5][CH:4]=1.C[O:35]C1C=CC(C2C=CC(S(NC(CC3OC3)C(OC)=O)(=O)=O)=CC=2)=CC=1.C([O-])(O)=O.[Na+].CCN(CC)CC.C(S)C1C=CC=CC=1, predict the reaction product. The product is: [CH3:1][O:2][C:3]1[CH:8]=[CH:7][C:6]([C:9]2[CH:10]=[CH:11][C:12]([S:15]([NH:18][CH:19]([CH2:23][CH:22]([OH:35])[CH2:24][S:25][CH2:26][C:27]3[CH:32]=[CH:31][CH:30]=[CH:29][CH:28]=3)[C:20]([OH:21])=[O:33])(=[O:17])=[O:16])=[CH:13][CH:14]=2)=[CH:5][CH:4]=1.